From a dataset of Reaction yield outcomes from USPTO patents with 853,638 reactions. Predict the reaction yield, written as a fraction of the theoretical maximum amount of product (1.0 means a 100% yield; for example, 0.34 means a 34% yield). (1) The reactants are [NH2:1][C:2]1[C:11]2[C:6](=[C:7](I)[C:8]([F:12])=[CH:9][CH:10]=2)[N:5]=[N:4][C:3]=1[C:14]([NH:16][CH:17]1[CH2:19][CH2:18]1)=[O:15].[CH3:20][O:21][C:22]1[CH:27]=[C:26]([O:28][CH3:29])[CH:25]=[CH:24][C:23]=1B(O)O. No catalyst specified. The product is [NH2:1][C:2]1[C:11]2[C:6](=[C:7]([C:25]3[CH:24]=[CH:23][C:22]([O:21][CH3:20])=[CH:27][C:26]=3[O:28][CH3:29])[C:8]([F:12])=[CH:9][CH:10]=2)[N:5]=[N:4][C:3]=1[C:14]([NH:16][CH:17]1[CH2:19][CH2:18]1)=[O:15]. The yield is 0.600. (2) The reactants are [H-].[Na+].[NH2:3][C:4]1[C:9]([CH2:10][N:11]([CH2:17][C:18]2[CH:23]=[CH:22][C:21]([O:24][CH3:25])=[CH:20][CH:19]=2)[CH2:12][C:13](OC)=[O:14])=[CH:8][C:7]([Br:26])=[CH:6][N:5]=1.O. The catalyst is CS(C)=O. The product is [Br:26][C:7]1[CH:6]=[N:5][C:4]2[NH:3][C:13](=[O:14])[CH2:12][N:11]([CH2:17][C:18]3[CH:23]=[CH:22][C:21]([O:24][CH3:25])=[CH:20][CH:19]=3)[CH2:10][C:9]=2[CH:8]=1. The yield is 0.630. (3) The reactants are [N:1]([CH2:4][C:5]1[CH:10]=[C:9]([C:11]([F:14])([F:13])[F:12])[CH:8]=[C:7]([C:15]([F:18])([F:17])[F:16])[CH:6]=1)=[N+:2]=[N-:3].[C:19]([CH2:21][C:22]([O:24][CH2:25]C)=[O:23])#[N:20].C[O-].[Na+]. The catalyst is CO. The product is [CH3:25][O:24][C:22]([C:21]1[N:3]=[N:2][N:1]([CH2:4][C:5]2[CH:6]=[C:7]([C:15]([F:16])([F:17])[F:18])[CH:8]=[C:9]([C:11]([F:13])([F:14])[F:12])[CH:10]=2)[C:19]=1[NH2:20])=[O:23]. The yield is 0.340. (4) The reactants are [Br:1][C:2]1[C:3]([C:9]([OH:11])=[O:10])=[C:4]([CH:7]=[O:8])[S:5][CH:6]=1.C([O-])([O-])=O.[K+].[K+].I[CH2:19][CH3:20]. The catalyst is CN(C=O)C. The product is [CH2:19]([O:10][C:9]([C:3]1[C:2]([Br:1])=[CH:6][S:5][C:4]=1[CH:7]=[O:8])=[O:11])[CH3:20]. The yield is 0.635. (5) The reactants are [P:1]([O:39]C(C)(C)C)([O:34]C(C)(C)C)([O:3][CH2:4][N:5]1[C:17]2[CH:16]=[C:15]3[C:10]([CH2:11][N:12]([CH2:19][C:20]4[CH:25]=[CH:24][CH:23]=[CH:22][CH:21]=4)[C:13](=[O:18])[NH:14]3)=[CH:9][C:8]=2[C:7]([C:26]2[CH:31]=[C:30]([CH3:32])[N:29]=[C:28]([CH3:33])[CH:27]=2)=[N:6]1)=[O:2]. The catalyst is CC(O)=O.O. The product is [P:1]([OH:39])([OH:34])([O:3][CH2:4][N:5]1[C:17]2[CH:16]=[C:15]3[C:10]([CH2:11][N:12]([CH2:19][C:20]4[CH:25]=[CH:24][CH:23]=[CH:22][CH:21]=4)[C:13](=[O:18])[NH:14]3)=[CH:9][C:8]=2[C:7]([C:26]2[CH:27]=[C:28]([CH3:33])[N:29]=[C:30]([CH3:32])[CH:31]=2)=[N:6]1)=[O:2]. The yield is 0.580. (6) The reactants are N1C=CN=[CH:2]1.Cl[Si:7]([CH:14]([CH3:16])[CH3:15])([CH:11]([CH3:13])[CH3:12])[CH:8]([CH3:10])[CH3:9].[CH3:17][O:18][C:19]([C:21]1[C:22]([OH:36])=[C:23]2[C:28](=[C:29]([OH:35])[C:30]=1[C:31]([O:33][CH3:34])=[O:32])[N:27]=[CH:26][CH:25]=[CH:24]2)=[O:20].C([O-])([O-])=O.[K+].[K+].CI. The catalyst is CN(C=O)C. The product is [CH3:17][O:18][C:19]([C:21]1[C:22]([O:36][CH3:2])=[C:23]2[C:28](=[C:29]([O:35][Si:7]([CH:14]([CH3:16])[CH3:15])([CH:11]([CH3:13])[CH3:12])[CH:8]([CH3:10])[CH3:9])[C:30]=1[C:31]([O:33][CH3:34])=[O:32])[N:27]=[CH:26][CH:25]=[CH:24]2)=[O:20]. The yield is 0.590. (7) The reactants are [CH:1]1([C:5]([OH:7])=[O:6])[CH2:4][CH2:3][CH2:2]1.OS(O)(=O)=O.O.[CH3:14][CH2:15]O. No catalyst specified. The product is [CH:1]1([C:5]([O:7][CH2:14][CH3:15])=[O:6])[CH2:4][CH2:3][CH2:2]1. The yield is 0.690. (8) The reactants are [CH3:1][O:2][CH2:3][C:4]#[C:5][C:6]1[S:10][C:9]([C:11]2[CH:16]=[CH:15][CH:14]=[CH:13][CH:12]=2)=[N:8][C:7]=1[C:17]([O:19]CC)=[O:18].[Li+].[OH-].Cl. The catalyst is C1COCC1.CO.O.[Cl-].[Na+].O. The product is [CH3:1][O:2][CH2:3][C:4]#[C:5][C:6]1[S:10][C:9]([C:11]2[CH:16]=[CH:15][CH:14]=[CH:13][CH:12]=2)=[N:8][C:7]=1[C:17]([OH:19])=[O:18]. The yield is 0.990. (9) The reactants are CC1C=CC(S(O[CH2:12][CH:13]2[CH2:17][C:16]3[CH:18]=[CH:19][CH:20]=[C:21](OS(C(F)(F)F)(=O)=O)[C:15]=3[O:14]2)(=O)=O)=CC=1.[O:30]1[C:34]2[CH:35]=[CH:36][CH:37]=[CH:38][C:33]=2[CH:32]=[C:31]1B(O)O.P([O-])([O-])([O-])=O.[K+].[K+].[K+].CC1C=CC(S(OCC2CC3C=CC=C(C4C=C(C(F)(F)F)C=C(C(F)(F)F)C=4)C=3O2)(=O)=O)=CC=1.CC1C=CC(S(OCC2CC3C=CC=C(C4OC5C=CC=CC=5C=4)C=3O2)(=O)=O)=CC=1.S(C1C=CC(C)=CC=1)([O-])(=O)=O.[N-:126]=[N+]=[N-].[Na+].N(CC1CC2C=C(Cl)C=C(C3C=CSC=3)C=2O1)=[N+]=[N-].N(CC1CC2C=CC=C(C3OC4C=CC=CC=4C=3)C=2O1)=[N+]=[N-].[N-]=[N+]=[N-]. The catalyst is [Pd].C1C=CC([P]([Pd]([P](C2C=CC=CC=2)(C2C=CC=CC=2)C2C=CC=CC=2)([P](C2C=CC=CC=2)(C2C=CC=CC=2)C2C=CC=CC=2)[P](C2C=CC=CC=2)(C2C=CC=CC=2)C2C=CC=CC=2)(C2C=CC=CC=2)C2C=CC=CC=2)=CC=1. The product is [O:30]1[C:34]2[CH:35]=[CH:36][CH:37]=[CH:38][C:33]=2[CH:32]=[C:31]1[C:21]1[C:15]2[O:14][CH:13]([CH2:12][NH2:126])[CH2:17][C:16]=2[CH:18]=[CH:19][CH:20]=1. The yield is 0.120.